This data is from Catalyst prediction with 721,799 reactions and 888 catalyst types from USPTO. The task is: Predict which catalyst facilitates the given reaction. Product: [CH:1]1[C:10]2[C:5](=[CH:6][CH:7]=[CH:8][CH:9]=2)[CH:4]=[CH:3][C:2]=1[CH2:11][N:12]1[CH2:17][CH2:16][N:15]([CH2:18][C:19]([NH:24][NH2:25])=[O:21])[CH2:14][CH2:13]1. Reactant: [CH:1]1[C:10]2[C:5](=[CH:6][CH:7]=[CH:8][CH:9]=2)[CH:4]=[CH:3][C:2]=1[CH2:11][N:12]1[CH2:17][CH2:16][N:15]([CH2:18][C:19]([O:21]CC)=O)[CH2:14][CH2:13]1.[NH2:24][NH2:25]. The catalyst class is: 8.